Dataset: NCI-60 drug combinations with 297,098 pairs across 59 cell lines. Task: Regression. Given two drug SMILES strings and cell line genomic features, predict the synergy score measuring deviation from expected non-interaction effect. Drug 1: CC1C(C(=O)NC(C(=O)N2CCCC2C(=O)N(CC(=O)N(C(C(=O)O1)C(C)C)C)C)C(C)C)NC(=O)C3=C4C(=C(C=C3)C)OC5=C(C(=O)C(=C(C5=N4)C(=O)NC6C(OC(=O)C(N(C(=O)CN(C(=O)C7CCCN7C(=O)C(NC6=O)C(C)C)C)C)C(C)C)C)N)C. Drug 2: CC12CCC3C(C1CCC2O)C(CC4=C3C=CC(=C4)O)CCCCCCCCCS(=O)CCCC(C(F)(F)F)(F)F. Cell line: OVCAR-4. Synergy scores: CSS=18.9, Synergy_ZIP=5.71, Synergy_Bliss=12.9, Synergy_Loewe=2.89, Synergy_HSA=9.08.